This data is from Full USPTO retrosynthesis dataset with 1.9M reactions from patents (1976-2016). The task is: Predict the reactants needed to synthesize the given product. (1) Given the product [C:21]([O:20][C:18]([N:6]1[CH2:7][CH2:8][N:9]([C:11]([O:13][C:14]([CH3:17])([CH3:16])[CH3:15])=[O:12])[CH2:10][C@@H:5]1[C:3]([OH:4])=[O:2])=[O:19])([CH3:24])([CH3:22])[CH3:23], predict the reactants needed to synthesize it. The reactants are: C[O:2][C:3]([C@H:5]1[CH2:10][N:9]([C:11]([O:13][C:14]([CH3:17])([CH3:16])[CH3:15])=[O:12])[CH2:8][CH2:7][N:6]1[C:18]([O:20][C:21]([CH3:24])([CH3:23])[CH3:22])=[O:19])=[O:4].[OH-].[K+]. (2) Given the product [O:33]1[C:32]2[CH:31]=[CH:30][C:27](/[CH:28]=[C:20](/[C:17]3[CH:16]=[CH:15][C:14]([O:13][CH2:12][CH2:11][CH2:10][CH2:9][CH2:8][CH2:7][CH2:6][CH2:5][CH2:4][CH2:3][CH2:2][OH:1])=[CH:19][CH:18]=3)\[C:21]#[N:22])=[CH:26][C:25]=2[O:24][CH2:23]1, predict the reactants needed to synthesize it. The reactants are: [OH:1][CH2:2][CH2:3][CH2:4][CH2:5][CH2:6][CH2:7][CH2:8][CH2:9][CH2:10][CH2:11][CH2:12][O:13][C:14]1[CH:19]=[CH:18][C:17]([CH2:20][C:21]#[N:22])=[CH:16][CH:15]=1.[CH2:23]1[O:33][C:32]2[CH:31]=[CH:30][C:27]([CH:28]=O)=[CH:26][C:25]=2[O:24]1. (3) The reactants are: [Cl:1][C:2]1[C:3]([CH3:12])=[CH:4][C:5]([N+:9]([O-:11])=[O:10])=[C:6]([CH:8]=1)[NH2:7].[CH3:13][C:14]([O:17][C:18](O[C:18]([O:17][C:14]([CH3:16])([CH3:15])[CH3:13])=[O:19])=[O:19])([CH3:16])[CH3:15].C(O)(C(F)(F)F)=O.C1(C)C=CC=CC=1.C(OC(=O)C)C. Given the product [C:14]([O:17][C:18](=[O:19])[NH:7][C:6]1[CH:8]=[C:2]([Cl:1])[C:3]([CH3:12])=[CH:4][C:5]=1[N+:9]([O-:11])=[O:10])([CH3:16])([CH3:15])[CH3:13], predict the reactants needed to synthesize it. (4) Given the product [N+:16]([C:13]1[CH:12]=[CH:11][C:10]([C:4]2[N:3]=[C:2]3[NH:19][N:20]=[C:8]([NH2:9])[C:7]3=[CH:6][N:5]=2)=[CH:15][CH:14]=1)([O-:18])=[O:17], predict the reactants needed to synthesize it. The reactants are: Cl[C:2]1[C:7]([C:8]#[N:9])=[CH:6][N:5]=[C:4]([C:10]2[CH:15]=[CH:14][C:13]([N+:16]([O-:18])=[O:17])=[CH:12][CH:11]=2)[N:3]=1.[NH2:19][NH2:20].